Dataset: Reaction yield outcomes from USPTO patents with 853,638 reactions. Task: Predict the reaction yield, written as a fraction of the theoretical maximum amount of product (1.0 means a 100% yield; for example, 0.34 means a 34% yield). (1) The reactants are [CH:1]([CH:14]1[CH2:19][C:18](=O)[CH:17]=[CH:16]O1)([C:8]1[CH:13]=[CH:12][CH:11]=[CH:10][CH:9]=1)[C:2]1[CH:7]=[CH:6][CH:5]=[CH:4][CH:3]=1.[C:21]([O-:24])(O)=O.[Na+].[CH:26](OCC)=C. The catalyst is [Hg](OC(C(F)(F)F)=O)OC(C(F)(F)F)=O. The product is [C:2]1([CH:1]([C:8]2[CH:13]=[CH:12][CH:11]=[CH:10][CH:9]=2)[CH:14]([O:24][CH:21]=[CH2:26])[CH2:19][CH2:18][CH:17]=[CH2:16])[CH:7]=[CH:6][CH:5]=[CH:4][CH:3]=1. The yield is 0.660. (2) The reactants are [CH3:1][O:2][C:3]1[CH:4]=[C:5]2[C:10](=[C:11]([N+:13]([O-:15])=[O:14])[CH:12]=1)[N:9]=[CH:8][CH:7]=[CH:6]2.[C:16]12(C(O)=O)[CH2:25][CH:20]3[CH2:21][CH:22]([CH2:24][CH:18]([CH2:19]3)[CH2:17]1)[CH2:23]2.OS(O)(=O)=O.S(OOS([O-])(=O)=O)([O-])(=O)=O.[NH4+].[NH4+].C(=O)=O.[NH4+].[OH-]. The product is [CH:16]12[CH2:25][CH:20]3[CH2:21][CH:22]([CH2:24][CH:18]([CH2:19]3)[CH:17]1[C:8]1[CH:7]=[CH:6][C:5]3[C:10](=[C:11]([N+:13]([O-:15])=[O:14])[CH:12]=[C:3]([O:2][CH3:1])[CH:4]=3)[N:9]=1)[CH2:23]2. The yield is 0.700. The catalyst is CC#N.O.[N+]([O-])([O-])=O.[Ag+]. (3) The reactants are [C:1]([O:5][C:6]([N:8]1[CH2:11][CH:10]([C:12](=[O:27])[C:13]2[CH:18]=[CH:17][C:16]([O:19]CC3C=CC=CC=3)=[CH:15][CH:14]=2)[CH2:9]1)=[O:7])([CH3:4])([CH3:3])[CH3:2].[H][H]. The catalyst is CO.[Pd]. The product is [OH:27][CH:12]([C:13]1[CH:14]=[CH:15][C:16]([OH:19])=[CH:17][CH:18]=1)[CH:10]1[CH2:11][N:8]([C:6]([O:5][C:1]([CH3:4])([CH3:3])[CH3:2])=[O:7])[CH2:9]1. The yield is 0.980. (4) The reactants are [CH3:1][S:2]([OH:5])(=[O:4])=[O:3].[OH:6][C:7]1[CH:8]=[C:9]([C:13]2[N:14]=[C:15]3[C:20](=[N:21][C:22]=2[C:23]2[CH:28]=[CH:27][CH:26]=[C:25]([OH:29])[CH:24]=2)[N:19]=[CH:18][N:17]=[C:16]3[NH2:30])[CH:10]=[CH:11][CH:12]=1.C(OCC)C. The catalyst is CO. The product is [CH3:1][S:2]([OH:5])(=[O:4])=[O:3].[OH:6][C:7]1[CH:8]=[C:9]([C:13]2[N:14]=[C:15]3[C:20](=[N:21][C:22]=2[C:23]2[CH:28]=[CH:27][CH:26]=[C:25]([OH:29])[CH:24]=2)[N:19]=[CH:18][N:17]=[C:16]3[NH2:30])[CH:10]=[CH:11][CH:12]=1. The yield is 0.971. (5) The reactants are [Cl:1][C:2]1[C:10]([CH3:11])=[CH:9][CH:8]=[CH:7][C:3]=1[C:4]([OH:6])=[O:5].S(=O)(=O)(O)O.[CH3:17]O. No catalyst specified. The product is [Cl:1][C:2]1[C:10]([CH3:11])=[CH:9][CH:8]=[CH:7][C:3]=1[C:4]([O:6][CH3:17])=[O:5]. The yield is 0.660. (6) The reactants are [CH3:1][C:2]1[N:7]=[C:6]([O:8][C:9]2[CH:16]=[CH:15][C:12]([C:13]#[N:14])=[CH:11][CH:10]=2)[CH:5]=[CH:4][C:3]=1[CH2:17][N:18]1[CH2:23][CH2:22][CH:21]([N:24]2[C@H:28]([C:29]3[CH:34]=[CH:33][CH:32]=[CH:31][CH:30]=3)[CH2:27][O:26][C:25]2=[O:35])[CH2:20][CH2:19]1.[NH4+].[Cl-].[N-:38]=[N+:39]=[N-:40].[Na+]. The catalyst is CN(C=O)C. The product is [CH3:1][C:2]1[C:3]([CH2:17][N:18]2[CH2:23][CH2:22][CH:21]([N:24]3[C@H:28]([C:29]4[CH:30]=[CH:31][CH:32]=[CH:33][CH:34]=4)[CH2:27][O:26][C:25]3=[O:35])[CH2:20][CH2:19]2)=[CH:4][CH:5]=[C:6]([O:8][C:9]2[CH:16]=[CH:15][C:12]([C:13]3[N:38]=[N:39][NH:40][N:14]=3)=[CH:11][CH:10]=2)[N:7]=1. The yield is 0.340.